This data is from Reaction yield outcomes from USPTO patents with 853,638 reactions. The task is: Predict the reaction yield, written as a fraction of the theoretical maximum amount of product (1.0 means a 100% yield; for example, 0.34 means a 34% yield). (1) The product is [Br:21][C:14]1[CH:13]=[C:12]2[C:17]([C:18]3[CH2:19][CH2:20][NH:8][CH2:9][C:10]=3[N:11]2[CH3:22])=[CH:16][CH:15]=1. The reactants are C(OC([N:8]1[CH2:20][CH2:19][C:18]2[C:17]3[C:12](=[CH:13][C:14]([Br:21])=[CH:15][CH:16]=3)[N:11]([CH3:22])[C:10]=2[CH2:9]1)=O)(C)(C)C.FC(F)(F)C(O)=O. The yield is 0.970. The catalyst is C(Cl)Cl. (2) The reactants are [F:1][C:2]1[CH:7]=[CH:6][CH:5]=[CH:4][C:3]=1[C:8]1[N:9]=[N:10][N:11]([CH3:24])[C:12]=1[CH2:13][O:14][C:15]1[CH:23]=[CH:22][C:18]([C:19]([OH:21])=O)=[CH:17][N:16]=1.C([O-])(=O)C([O-])=O.[CH2:31]1[C:34]2([CH2:37][NH2+:36][CH2:35]2)[CH2:33][O:32]1.[CH2:31]1[C:34]2([CH2:37][NH2+:36][CH2:35]2)[CH2:33][O:32]1. No catalyst specified. The product is [F:1][C:2]1[CH:7]=[CH:6][CH:5]=[CH:4][C:3]=1[C:8]1[N:9]=[N:10][N:11]([CH3:24])[C:12]=1[CH2:13][O:14][C:15]1[N:16]=[CH:17][C:18]([C:19]([N:36]2[CH2:37][C:34]3([CH2:31][O:32][CH2:33]3)[CH2:35]2)=[O:21])=[CH:22][CH:23]=1. The yield is 0.630.